From a dataset of Catalyst prediction with 721,799 reactions and 888 catalyst types from USPTO. Predict which catalyst facilitates the given reaction. (1) Reactant: [C:1]([C:3]1[CH:9]=[CH:8][C:6]([NH2:7])=[CH:5][CH:4]=1)#[CH:2].N1C=CC=CC=1.[CH3:16][S:17](Cl)(=[O:19])=[O:18]. Product: [C:1]([C:3]1[CH:9]=[CH:8][C:6]([NH:7][S:17]([CH3:16])(=[O:19])=[O:18])=[CH:5][CH:4]=1)#[CH:2]. The catalyst class is: 4. (2) Reactant: Br[C:2]1[C:7]([CH3:8])=[CH:6][CH:5]=[CH:4][N:3]=1.[OH:9][CH2:10][C:11]1[CH:16]=[CH:15][C:14](B(O)O)=[CH:13][CH:12]=1.C(=O)([O-])[O-].[Na+].[Na+]. Product: [CH3:8][C:7]1[C:2]([C:14]2[CH:15]=[CH:16][C:11]([CH2:10][OH:9])=[CH:12][CH:13]=2)=[N:3][CH:4]=[CH:5][CH:6]=1. The catalyst class is: 109. (3) Reactant: [NH2:1][C:2]1[CH:7]=[CH:6][C:5]([OH:8])=[C:4]([F:9])[CH:3]=1.[C:10]1(=O)[O:14][CH2:13][CH2:12][CH2:11]1.Cl. Product: [F:9][C:4]1[CH:3]=[C:2]([N:1]2[CH2:10][CH2:11][CH2:12][C:13]2=[O:14])[CH:7]=[CH:6][C:5]=1[OH:8]. The catalyst class is: 554. (4) Reactant: [Br:1][C:2]1[CH:3]=[C:4]2[C:8](=[CH:9][CH:10]=1)[NH:7][CH:6]=[CH:5]2.[H-].[Na+].[CH3:13]I. Product: [CH3:13][N:7]1[C:8]2[C:4](=[CH:3][C:2]([Br:1])=[CH:10][CH:9]=2)[CH:5]=[CH:6]1. The catalyst class is: 3. (5) Reactant: [CH3:1][C:2]1[N:6]([C:7]([C:20]2[CH:25]=[CH:24][CH:23]=[CH:22][CH:21]=2)([C:14]2[CH:19]=[CH:18][CH:17]=[CH:16][CH:15]=2)[C:8]2[CH:13]=[CH:12][CH:11]=[CH:10][CH:9]=2)[CH:5]=[N:4][C:3]=1[CH:26]([OH:37])[C:27]#[C:28][CH2:29][O:30][CH:31]1[CH2:36][CH2:35][CH2:34][CH2:33][O:32]1. Product: [CH3:1][C:2]1[N:6]([C:7]([C:14]2[CH:15]=[CH:16][CH:17]=[CH:18][CH:19]=2)([C:20]2[CH:25]=[CH:24][CH:23]=[CH:22][CH:21]=2)[C:8]2[CH:9]=[CH:10][CH:11]=[CH:12][CH:13]=2)[CH:5]=[N:4][C:3]=1[C:26](=[O:37])[C:27]#[C:28][CH2:29][O:30][CH:31]1[CH2:36][CH2:35][CH2:34][CH2:33][O:32]1. The catalyst class is: 742. (6) Reactant: Cl[C:2]1[CH:7]=[C:6]([O:8][CH2:9][C:10]#[C:11][CH3:12])[N:5]=[CH:4][N:3]=1.C(=O)([O-])[O-].[K+].[K+].[C:19]1([OH:25])[CH:24]=[CH:23][CH:22]=[CH:21][CH:20]=1.[Cl-].[NH4+]. Product: [CH2:9]([O:8][C:6]1[CH:7]=[C:2]([O:25][C:19]2[CH:24]=[CH:23][CH:22]=[CH:21][CH:20]=2)[N:3]=[CH:4][N:5]=1)[C:10]#[C:11][CH3:12]. The catalyst class is: 9.